Dataset: Full USPTO retrosynthesis dataset with 1.9M reactions from patents (1976-2016). Task: Predict the reactants needed to synthesize the given product. (1) Given the product [OH:13][CH2:14][CH2:15][O:16][C:17]1[C:24]([CH3:25])=[CH:23][C:20]([C:21]2[NH:6][C:4](=[O:5])[C:3]3[C:2](=[C:10]([O:11][CH3:12])[CH:9]=[CH:8][CH:7]=3)[N:1]=2)=[CH:19][C:18]=1[CH3:26], predict the reactants needed to synthesize it. The reactants are: [NH2:1][C:2]1[C:10]([O:11][CH3:12])=[CH:9][CH:8]=[CH:7][C:3]=1[C:4]([NH2:6])=[O:5].[OH:13][CH2:14][CH2:15][O:16][C:17]1[C:24]([CH3:25])=[CH:23][C:20]([CH:21]=O)=[CH:19][C:18]=1[CH3:26].OS([O-])=O.[Na+].CC1C=CC(S(O)(=O)=O)=CC=1. (2) Given the product [ClH:1].[C:31]([CH2:30][CH2:29][C:28]([S:20][CH:17]1[CH2:18][CH2:19][N:14]([CH:6]([C:7]2[CH:12]=[CH:11][CH:10]=[CH:9][C:8]=2[F:13])[C:5]([CH:2]2[CH2:4][CH2:3]2)=[O:27])[CH2:15]/[C:16]/1=[CH:21]\[C:22]1[N:23]=[N:24][S:25][CH:26]=1)=[O:34])([OH:33])=[O:32], predict the reactants needed to synthesize it. The reactants are: [ClH:1].[CH:2]1([C:5](=[O:27])[CH:6]([N:14]2[CH2:19][CH2:18][CH:17]([SH:20])/[C:16](=[CH:21]/[C:22]3[N:23]=[N:24][S:25][CH:26]=3)/[CH2:15]2)[C:7]2[CH:12]=[CH:11][CH:10]=[CH:9][C:8]=2[F:13])[CH2:4][CH2:3]1.[C:28](O)(=[O:34])[CH2:29][CH2:30][C:31]([OH:33])=[O:32].[I-].[K+]. (3) Given the product [Cl:1][C:2]1[N:7]=[CH:6][C:5]([O:8][CH2:17][CH2:16][F:15])=[CH:4][N:3]=1, predict the reactants needed to synthesize it. The reactants are: [Cl:1][C:2]1[N:7]=[CH:6][C:5]([OH:8])=[CH:4][N:3]=1.C([O-])([O-])=O.[Cs+].[Cs+].[F:15][CH2:16][CH2:17]I. (4) Given the product [Cl:1][C:2]1[N:6]2[CH:7]=[C:8]([C:15]3[CH:19]=[CH:18][O:17][CH:16]=3)[CH:9]=[C:10]([C:11]([F:13])([F:12])[F:14])[C:5]2=[N:4][C:3]=1[C:20]([N:33]1[CH2:32][CH2:31][CH:30]([N:25]2[C@@H:24]([CH3:23])[CH2:28][O:27][C:26]2=[O:29])[CH2:35][CH2:34]1)=[O:21], predict the reactants needed to synthesize it. The reactants are: [Cl:1][C:2]1[N:6]2[CH:7]=[C:8]([C:15]3[CH:19]=[CH:18][O:17][CH:16]=3)[CH:9]=[C:10]([C:11]([F:14])([F:13])[F:12])[C:5]2=[N:4][C:3]=1[C:20](O)=[O:21].[CH3:23][C@H:24]1[CH2:28][O:27][C:26](=[O:29])[N:25]1[CH:30]1[CH2:35][CH2:34][NH:33][CH2:32][CH2:31]1.CCN(C(C)C)C(C)C.CN(C(ON1N=NC2C=CC=NC1=2)=[N+](C)C)C.F[P-](F)(F)(F)(F)F. (5) The reactants are: [CH2:1]([O:3][C:4](=[O:13])[C:5]1[CH:10]=[C:9]([Br:11])[CH:8]=[CH:7][C:6]=1Cl)[CH3:2].[N+:14]([O-:17])([O-])=[O:15].[K+].[C:19]([N:26]1[CH2:31][CH2:30][NH:29][CH2:28][CH2:27]1)([O:21][C:22]([CH3:25])([CH3:24])[CH3:23])=[O:20].C(=O)([O-])[O-].[Cs+].[Cs+]. Given the product [C:22]([O:21][C:19]([N:26]1[CH2:31][CH2:30][N:29]([C:6]2[C:7]([N+:14]([O-:17])=[O:15])=[CH:8][C:9]([Br:11])=[CH:10][C:5]=2[C:4]([O:3][CH2:1][CH3:2])=[O:13])[CH2:28][CH2:27]1)=[O:20])([CH3:25])([CH3:23])[CH3:24], predict the reactants needed to synthesize it. (6) The reactants are: [C:1]([O:5][C:6]([N:8]1[CH2:13][CH2:12][CH:11]([N:14]2[C:18]3=[N:19][CH:20]=[N:21][C:22](Cl)=[C:17]3[CH:16]=[N:15]2)[CH2:10][CH2:9]1)=[O:7])([CH3:4])([CH3:3])[CH3:2].[CH3:24][S:25]([C:28]1[N:33]=[C:32]([CH3:34])[C:31]([OH:35])=[CH:30][CH:29]=1)(=[O:27])=[O:26].C(=O)([O-])[O-].[K+].[K+].C(OCC)(=O)C. Given the product [C:1]([O:5][C:6]([N:8]1[CH2:13][CH2:12][CH:11]([N:14]2[C:18]3=[N:19][CH:20]=[N:21][C:22]([O:35][C:31]4[C:32]([CH3:34])=[N:33][C:28]([S:25]([CH3:24])(=[O:27])=[O:26])=[CH:29][CH:30]=4)=[C:17]3[CH:16]=[N:15]2)[CH2:10][CH2:9]1)=[O:7])([CH3:4])([CH3:3])[CH3:2], predict the reactants needed to synthesize it.